From a dataset of Forward reaction prediction with 1.9M reactions from USPTO patents (1976-2016). Predict the product of the given reaction. (1) Given the reactants [Cl:1][C:2]1[CH:7]=[C:6]([CH:8]2[CH2:10][CH2:9]2)[CH:5]=[CH:4][C:3]=1[N:11]1[C:15]([CH3:16])=[C:14]([C:17]([OH:19])=O)[N:13]=[N:12]1.C(Cl)(=O)C(Cl)=O.CN(C=O)C.[NH2:31][C:32]1[C:33](=[O:46])[N:34]([C:39]2[CH:44]=[CH:43][CH:42]=[CH:41][C:40]=2[F:45])[N:35]([CH3:38])[C:36]=1[CH3:37].C(N(CC)CC)C, predict the reaction product. The product is: [Cl:1][C:2]1[CH:7]=[C:6]([CH:8]2[CH2:9][CH2:10]2)[CH:5]=[CH:4][C:3]=1[N:11]1[C:15]([CH3:16])=[C:14]([C:17]([NH:31][C:32]2[C:33](=[O:46])[N:34]([C:39]3[CH:44]=[CH:43][CH:42]=[CH:41][C:40]=3[F:45])[N:35]([CH3:38])[C:36]=2[CH3:37])=[O:19])[N:13]=[N:12]1. (2) Given the reactants [CH2:1]([O:3][C:4]([C:6]1([NH:15][C:16]([C:18]2[CH:23]=[CH:22][N:21]=[CH:20][C:19]=2F)=[O:17])[CH2:14][C:13]2[C:8](=[CH:9][CH:10]=[CH:11][CH:12]=2)[CH2:7]1)=[O:5])[CH3:2].[NH:25]1[CH2:30][CH2:29][CH2:28][CH2:27][CH2:26]1, predict the reaction product. The product is: [CH2:1]([O:3][C:4]([C:6]1([NH:15][C:16]([C:18]2[CH:23]=[CH:22][N:21]=[CH:20][C:19]=2[N:25]2[CH2:30][CH2:29][CH2:28][CH2:27][CH2:26]2)=[O:17])[CH2:14][C:13]2[C:8](=[CH:9][CH:10]=[CH:11][CH:12]=2)[CH2:7]1)=[O:5])[CH3:2].